Dataset: Forward reaction prediction with 1.9M reactions from USPTO patents (1976-2016). Task: Predict the product of the given reaction. (1) Given the reactants [CH2:1]([NH:3][CH2:4][C:5]1[CH:10]=[CH:9][C:8]([CH2:11][N:12]2[CH2:17][CH2:16][N:15]([C:18]3[C:23]([C:24]([O:26][CH:27]([CH3:29])[CH3:28])=[O:25])=[CH:22][CH:21]=[CH:20][N:19]=3)[CH2:14][CH2:13]2)=[CH:7][CH:6]=1)[CH3:2].[Cl:30][C:31]1[CH:36]=[CH:35][CH:34]=[C:33]([F:37])[C:32]=1[CH2:38][CH2:39][CH:40]=O.C(O)(=O)C.C([BH3-])#N.[Na+], predict the reaction product. The product is: [CH3:29][CH:27]([O:26][C:24]([C:23]1[C:18]([N:15]2[CH2:14][CH2:13][N:12]([CH2:11][C:8]3[CH:7]=[CH:6][C:5]([CH2:4][N:3]([CH2:40][CH2:39][CH2:38][C:32]4[C:33]([F:37])=[CH:34][CH:35]=[CH:36][C:31]=4[Cl:30])[CH2:1][CH3:2])=[CH:10][CH:9]=3)[CH2:17][CH2:16]2)=[N:19][CH:20]=[CH:21][CH:22]=1)=[O:25])[CH3:28]. (2) The product is: [CH3:1][C:2]1[CH:7]=[CH:6][N:5]=[CH:4][C:3]=1[NH:8][C:16](=[O:18])[O:19][CH3:20]. Given the reactants [CH3:1][C:2]1[CH:7]=[CH:6][N:5]=[CH:4][C:3]=1[NH2:8].CC(C)([O-])C.[K+].O.[C:16]([O:19][CH2:20]C)(=[O:18])C, predict the reaction product. (3) Given the reactants [C:1]([C:5]1[CH:22]=[CH:21][C:8]([CH2:9][O:10][C:11]2[CH:19]=[CH:18][C:17]([F:20])=[CH:16][C:12]=2[C:13](O)=[O:14])=[CH:7][CH:6]=1)([CH3:4])([CH3:3])[CH3:2].CN1CCOCC1.ClC(OCC)=O.[BH4-].[Na+].Cl, predict the reaction product. The product is: [C:1]([C:5]1[CH:22]=[CH:21][C:8]([CH2:9][O:10][C:11]2[CH:19]=[CH:18][C:17]([F:20])=[CH:16][C:12]=2[CH2:13][OH:14])=[CH:7][CH:6]=1)([CH3:4])([CH3:2])[CH3:3]. (4) The product is: [Br:10][C:8]1[CH:7]=[C:4]2[C:3](=[C:2]([Cl:1])[CH:9]=1)[O:11][C:12](=[O:14])[CH:13]=[CH:5]2. Given the reactants [Cl:1][C:2]1[CH:9]=[C:8]([Br:10])[CH:7]=[C:4]([CH:5]=O)[C:3]=1[OH:11].[C:12](OC(=O)C)(=[O:14])[CH3:13].C(N(CC)CC)C, predict the reaction product. (5) Given the reactants [C:1]([O:5][C:6]([NH:8][C@@H:9]([CH:26]([CH3:28])[CH3:27])[C:10]([NH:12][C@@H:13]([CH3:25])[C:14]([N:16]1[CH2:21][CH2:20][CH2:19][C@@H:18]([C:22](O)=[O:23])[NH:17]1)=[O:15])=[O:11])=[O:7])([CH3:4])([CH3:3])[CH3:2].Cl.[CH3:30][O:31][C:32](=[O:51])[C:33]([CH3:50])([CH3:49])/[CH:34]=[CH:35]/[C:36]1[CH:45]=[C:44]2[C:39]([CH:40]=[CH:41][C:42]([C@H:46]([NH2:48])[CH3:47])=[N:43]2)=[CH:38][CH:37]=1.C(N(CC)C(C)C)(C)C.C[NH3+].F[P-](F)(F)(F)(F)F.N1(OC(N(C)C)=[N+](C)C)C2N=CC=CC=2N=N1.F[P-](F)(F)(F)(F)F, predict the reaction product. The product is: [CH3:30][O:31][C:32](=[O:51])[C:33]([CH3:50])([CH3:49])/[CH:34]=[CH:35]/[C:36]1[CH:45]=[C:44]2[C:39]([CH:40]=[CH:41][C:42]([C@H:46]([NH:48][C:22]([C@@H:18]3[CH2:19][CH2:20][CH2:21][N:16]([C:14](=[O:15])[C@@H:13]([NH:12][C:10](=[O:11])[C@@H:9]([NH:8][C:6]([O:5][C:1]([CH3:2])([CH3:4])[CH3:3])=[O:7])[CH:26]([CH3:28])[CH3:27])[CH3:25])[NH:17]3)=[O:23])[CH3:47])=[N:43]2)=[CH:38][CH:37]=1. (6) Given the reactants Br[C:2]1[CH:7]=[CH:6][C:5]([C@H:8]([C:19]2[CH:24]=[CH:23][CH:22]=[CH:21][C:20]=2[CH3:25])[CH2:9][C:10]([C:12]2[CH:17]=[CH:16][N:15]=[C:14]([CH3:18])[CH:13]=2)=[O:11])=[CH:4][CH:3]=1.[O:26]1[CH:30]=[CH:29][N:28]=[CH:27]1.CC(C)([O-])C.[Li+], predict the reaction product. The product is: [CH3:18][C:14]1[CH:13]=[C:12]([C:10](=[O:11])[CH2:9][CH:8]([C:5]2[CH:6]=[CH:7][C:2]([C:27]3[O:26][CH:30]=[CH:29][N:28]=3)=[CH:3][CH:4]=2)[C:19]2[CH:24]=[CH:23][CH:22]=[CH:21][C:20]=2[CH3:25])[CH:17]=[CH:16][N:15]=1. (7) The product is: [Cl:1][C:2]1[CH:3]=[C:4]([C:9]2[CH:10]=[CH:11][N:12]([CH2:15][C@@H:16]([NH2:18])[CH3:17])[N:13]=2)[CH:5]=[CH:6][C:7]=1[Cl:8]. Given the reactants [Cl:1][C:2]1[CH:3]=[C:4]([C:9]2[NH:13][N:12]=[CH:11][CH:10]=2)[CH:5]=[CH:6][C:7]=1[Cl:8].O[CH2:15][C@@H:16]([NH:18]C(=O)OC(C)(C)C)[CH3:17].C1(P(C2C=CC=CC=2)C2C=CC=CC=2)C=CC=CC=1.CC(OC(/N=N/C(OC(C)C)=O)=O)C, predict the reaction product. (8) The product is: [Cu:24].[C:1]([OH:10])(=[O:9])[C:2]1[C:3](=[CH:5][CH:6]=[CH:7][CH:8]=1)[OH:4]. Given the reactants [C:1]([OH:10])(=[O:9])[C:2]1[C:3](=[CH:5][CH:6]=[CH:7][CH:8]=1)[OH:4].[OH-].[Na+].C([O-])(=O)C1C(=CC=CC=1)O.[Na+].[Cu:24](Cl)Cl.[Cu], predict the reaction product.